Task: Predict the reactants needed to synthesize the given product.. Dataset: Full USPTO retrosynthesis dataset with 1.9M reactions from patents (1976-2016) (1) Given the product [NH2:50][C:48](=[O:49])[CH2:47][C@H:41]([NH:42][C:43](=[O:44])[O:45][CH3:46])[C:40](=[O:51])[NH:39][C@@H:8]([CH2:1][C:2]1[CH:7]=[CH:6][CH:5]=[CH:4][CH:3]=1)[C@@H:9]([OH:38])[CH2:10][C@H:11]([CH2:12][C:13]1[CH:14]=[CH:15][C:16]([C:19]2[CH:24]=[CH:23][CH:22]=[CH:21][N:20]=2)=[CH:17][CH:18]=1)[NH:25][C:26](=[O:37])[C@H:27]([C:33]([CH3:35])([CH3:34])[CH3:36])[NH:28][C:29](=[O:30])[O:31][CH3:32], predict the reactants needed to synthesize it. The reactants are: [CH2:1]([C@H:8]([N:39](C(C1C=CC=CC=1)(C1C=CC=CC=1)C1C=CC=CC=1)[C:40](=[O:51])[C@H:41]([CH2:47][C:48]([NH2:50])=[O:49])[NH:42][C:43]([O:45][CH3:46])=[O:44])[C@@H:9]([OH:38])[CH2:10][C@@H:11]([NH:25][C:26](=[O:37])[C@H:27]([C:33]([CH3:36])([CH3:35])[CH3:34])[NH:28][C:29]([O:31][CH3:32])=[O:30])[CH2:12][C:13]1[CH:18]=[CH:17][C:16]([C:19]2[CH:24]=[CH:23][CH:22]=[CH:21][N:20]=2)=[CH:15][CH:14]=1)[C:2]1[CH:7]=[CH:6][CH:5]=[CH:4][CH:3]=1.FC(F)(F)C(O)=O. (2) Given the product [CH3:1][O:2][C:3]([C:5]1[CH:10]=[N:9][C:8]([CH:25]([O:26][CH3:27])[O:28][CH3:29])=[CH:7][N:6]=1)=[O:4], predict the reactants needed to synthesize it. The reactants are: [CH3:1][O:2][C:3]([C:5]1[CH:10]=[N:9][C:8](C=CN(C)C)=[CH:7][N:6]=1)=[O:4].I([O-])(=O)(=O)=O.[Na+].O.CO[CH:25]([O:28][CH3:29])[O:26][CH3:27]. (3) Given the product [Cl:15][C:16]1[N:21]=[C:20]([NH:9][CH3:6])[C:19]([N+:23]([O-:25])=[O:24])=[CH:18][N:17]=1, predict the reactants needed to synthesize it. The reactants are: CN.C(O)C.[CH:6]([N:9](CC)C(C)C)(C)C.[Cl:15][C:16]1[N:21]=[C:20](Cl)[C:19]([N+:23]([O-:25])=[O:24])=[CH:18][N:17]=1. (4) Given the product [CH2:27]([C@H:29]1[C:37]2[C:32](=[CH:33][C:34]([C:38]([NH:39][CH2:40][C:41]3[CH:46]=[CH:45][C:44]([S:47](=[O:50])(=[O:51])[NH:48][CH3:49])=[CH:43][N:42]=3)=[O:52])=[CH:35][CH:36]=2)[CH2:31][NH:30]1)[CH3:28], predict the reactants needed to synthesize it. The reactants are: C([C@H]1C2C(=CC(C(NCC3C=CC(S(CC)(=O)=O)=CN=3)=O)=CC=2)CN1)C.[CH2:27]([C@H:29]1[C:37]2[C:32](=[CH:33][C:34]([C:38](=[O:52])[NH:39][CH2:40][C:41]3[CH:46]=[CH:45][C:44]([S:47](=[O:51])(=[O:50])[NH:48][CH3:49])=[CH:43][N:42]=3)=[CH:35][CH:36]=2)[CH2:31][N:30]1C(OC(C)(C)C)=O)[CH3:28]. (5) Given the product [C:1]([C:9]1[CH:14]=[C:13]([Cl:15])[CH:12]=[CH:11][C:10]=1[NH:16][S:17]([C:20]1[CH:25]=[CH:24][C:23]([C:43]#[C:42][C:36]2[CH:41]=[CH:40][CH:39]=[CH:38][CH:37]=2)=[CH:22][CH:21]=1)(=[O:19])=[O:18])(=[O:8])[C:2]1[CH:7]=[CH:6][CH:5]=[CH:4][CH:3]=1, predict the reactants needed to synthesize it. The reactants are: [C:1]([C:9]1[CH:14]=[C:13]([Cl:15])[CH:12]=[CH:11][C:10]=1[NH:16][S:17]([C:20]1[CH:25]=[CH:24][C:23](Br)=[CH:22][CH:21]=1)(=[O:19])=[O:18])(=[O:8])[C:2]1[CH:7]=[CH:6][CH:5]=[CH:4][CH:3]=1.ClCCl.COCCOC.[C:36]1([C:42]#[CH:43])[CH:41]=[CH:40][CH:39]=[CH:38][CH:37]=1. (6) Given the product [CH3:1][CH:2]([CH3:16])[CH2:3][CH2:4][CH2:5][CH2:6][CH2:7][CH2:8][CH2:9][CH2:10][CH2:11][CH2:12][CH2:13][CH:17]=[CH:18][C:19]([OH:21])=[O:20], predict the reactants needed to synthesize it. The reactants are: [CH3:1][CH:2]([CH3:16])[CH2:3][CH2:4][CH2:5][CH2:6][CH2:7][CH2:8][CH2:9][CH2:10][CH2:11][CH2:12][CH2:13]C=O.[C:17](O)(=O)[CH2:18][C:19]([OH:21])=[O:20].N1C=CC=CC=1.